Dataset: Forward reaction prediction with 1.9M reactions from USPTO patents (1976-2016). Task: Predict the product of the given reaction. (1) Given the reactants [N+:1]([O-:4])(O)=[O:2].[C:5]([NH:8][C:9]1[CH:17]=[CH:16][C:12]([C:13]([OH:15])=[O:14])=[CH:11][C:10]=1[CH3:18])(=[O:7])[CH3:6], predict the reaction product. The product is: [C:5]([NH:8][C:9]1[C:17]([N+:1]([O-:4])=[O:2])=[CH:16][C:12]([C:13]([OH:15])=[O:14])=[CH:11][C:10]=1[CH3:18])(=[O:7])[CH3:6]. (2) Given the reactants [F:1][CH:2]([F:23])[O:3][C:4]1[CH:9]=[CH:8][C:7]([C:10]2[CH:18]=[CH:17][CH:16]=[C:15]3[C:11]=2[CH2:12][CH2:13][C:14]3=[O:19])=[C:6]([OH:20])[C:5]=1[O:21][CH3:22].C(=O)([O-])[O-].[K+].[K+].Br[CH2:31][C:32]1([CH2:36][O:37][CH3:38])[CH2:35][O:34][CH2:33]1, predict the reaction product. The product is: [F:1][CH:2]([F:23])[O:3][C:4]1[CH:9]=[CH:8][C:7]([C:10]2[CH:18]=[CH:17][CH:16]=[C:15]3[C:11]=2[CH2:12][CH2:13][C:14]3=[O:19])=[C:6]([O:20][CH2:31][C:32]2([CH2:36][O:37][CH3:38])[CH2:35][O:34][CH2:33]2)[C:5]=1[O:21][CH3:22]. (3) Given the reactants Cl.[N:2]12[CH2:9][CH2:8][CH:5]([CH2:6][CH2:7]1)[C@@H:4]([NH:10][C:11]([C:13]1[O:14][C:15](Br)=[CH:16][CH:17]=1)=[O:12])[CH2:3]2.[C:19]1(B(O)O)[CH:24]=[CH:23][CH:22]=[CH:21][CH:20]=1.C(=O)([O-])[O-].[Cs+].[Cs+].C(O)C, predict the reaction product. The product is: [N:2]12[CH2:9][CH2:8][CH:5]([CH2:6][CH2:7]1)[C@@H:4]([NH:10][C:11]([C:13]1[O:14][C:15]([C:19]3[CH:24]=[CH:23][CH:22]=[CH:21][CH:20]=3)=[CH:16][CH:17]=1)=[O:12])[CH2:3]2. (4) Given the reactants [NH:1]1[CH:5]=[CH:4][N:3]=[C:2]1[C:6]1[CH:11]=[CH:10][C:9]([C:12]2[CH:13]=[CH:14][C:15]3[O:21][CH2:20][CH2:19][N:18](C(OC(C)(C)C)=O)[CH2:17][C:16]=3[CH:29]=2)=[CH:8][CH:7]=1.CCN(C(C)C)C(C)C.Cl[C:40]([O:42][CH2:43][CH:44]([CH3:46])[CH3:45])=[O:41].C(O)(C(F)(F)F)=O, predict the reaction product. The product is: [O:21]1[C:15]2[CH:14]=[CH:13][C:12]([C:9]3[CH:10]=[CH:11][C:6]([C:2]4[N:3]([C:40]([O:42][CH2:43][CH:44]([CH3:46])[CH3:45])=[O:41])[CH:4]=[CH:5][N:1]=4)=[CH:7][CH:8]=3)=[CH:29][C:16]=2[CH2:17][NH:18][CH2:19][CH2:20]1. (5) The product is: [C:31]([O:35][C:36](=[O:48])[CH2:37][O:38][C:39]1[CH:44]=[CH:43][C:42]([Cl:45])=[CH:41][C:40]=1[C:46]#[C:47][C:52]1[CH:53]=[C:54]([S:56]([CH3:59])(=[O:58])=[O:57])[CH:55]=[CH:50][C:51]=1[OH:60])([CH3:34])([CH3:33])[CH3:32]. Given the reactants C(OC(=O)COC1C=CC(C#N)=CC=1C#CC1C=C(S(C)(=O)=O)C=CC=1F)(C)(C)C.[C:31]([O:35][C:36](=[O:48])[CH2:37][O:38][C:39]1[CH:44]=[CH:43][C:42]([Cl:45])=[CH:41][C:40]=1[C:46]#[CH:47])([CH3:34])([CH3:33])[CH3:32].I[C:50]1[CH:55]=[C:54]([S:56]([CH3:59])(=[O:58])=[O:57])[CH:53]=[CH:52][C:51]=1[OH:60], predict the reaction product. (6) Given the reactants [OH:1][C:2]1[CH:9]=[CH:8][C:5]([CH:6]=[O:7])=[CH:4][CH:3]=1.Br[CH2:11][CH:12]1[CH2:14][CH2:13]1.C([O-])([O-])=O.[K+].[K+], predict the reaction product. The product is: [CH:12]1([CH2:11][O:1][C:2]2[CH:9]=[CH:8][C:5]([CH:6]=[O:7])=[CH:4][CH:3]=2)[CH2:14][CH2:13]1. (7) Given the reactants [ClH:1].[CH3:2][C:3]([CH3:18])([CH3:17])[C@H:4]([N:8](C)[C:9](OC(C)(C)C)=O)[C:5]([O-:7])=[O:6].O1CCOC[CH2:20]1, predict the reaction product. The product is: [ClH:1].[CH3:2][C:3]([CH3:18])([CH3:17])[C@H:4]([NH:8][CH3:9])[C:5]([O:7][CH3:20])=[O:6]. (8) Given the reactants Br[CH2:2][C:3]([C:5]1[CH:16]=[CH:15][C:8]2[O:9][C:10]([CH3:14])([CH3:13])[O:11][CH2:12][C:7]=2[CH:6]=1)=[O:4].[N-:17]=[N+:18]=[N-:19].[Na+], predict the reaction product. The product is: [N:17]([CH2:2][C:3]([C:5]1[CH:16]=[CH:15][C:8]2[O:9][C:10]([CH3:14])([CH3:13])[O:11][CH2:12][C:7]=2[CH:6]=1)=[O:4])=[N+:18]=[N-:19]. (9) Given the reactants C([O:8][C:9]1[CH:10]=[C:11]2[C:15](=[CH:16][CH:17]=1)[N:14]([CH3:18])[CH:13]=[CH:12]2)C1C=CC=CC=1.[OH-].[K+].S([O-])([O-])(=O)=O.[Na+].[Na+].S(OC)(OC)(=O)=O, predict the reaction product. The product is: [CH3:18][N:14]1[C:15]2[C:11](=[CH:10][C:9]([OH:8])=[CH:17][CH:16]=2)[CH:12]=[CH:13]1. (10) Given the reactants [OH-].[K+].C[Si]([C:7]#[C:8][C:9]1[CH:21]=[CH:20][C:19]2[C:18]3[C:13](=[CH:14][C:15]([C:22]#[C:23][Si](C)(C)C)=[CH:16][CH:17]=3)[CH2:12][C:11]=2[CH:10]=1)(C)C, predict the reaction product. The product is: [C:22]([C:15]1[CH:16]=[CH:17][C:18]2[C:19]3[C:11](=[CH:10][C:9]([C:8]#[CH:7])=[CH:21][CH:20]=3)[CH2:12][C:13]=2[CH:14]=1)#[CH:23].